This data is from Forward reaction prediction with 1.9M reactions from USPTO patents (1976-2016). The task is: Predict the product of the given reaction. (1) Given the reactants [C:1]([C:4]1[CH:5]=[CH:6][C:7]([NH:10][C:11](=[O:28])[CH:12]([NH:16][C:17](=[O:27])[CH2:18][C:19]2[CH:24]=[C:23]([F:25])[CH:22]=[C:21]([F:26])[CH:20]=2)[CH2:13][CH2:14][CH3:15])=[N:8][CH:9]=1)(=O)[CH3:2].[CH2:29]([NH2:33])[CH:30]([CH3:32])[CH3:31].C(O[BH-](OC(=O)C)OC(=O)C)(=O)C.[Na+].C(O)(=O)C, predict the reaction product. The product is: [CH2:29]([NH:33][CH:1]([C:4]1[CH:5]=[CH:6][C:7]([NH:10][C:11](=[O:28])[CH:12]([NH:16][C:17](=[O:27])[CH2:18][C:19]2[CH:24]=[C:23]([F:25])[CH:22]=[C:21]([F:26])[CH:20]=2)[CH2:13][CH2:14][CH3:15])=[N:8][CH:9]=1)[CH3:2])[CH:30]([CH3:32])[CH3:31]. (2) The product is: [Br:25][C:22]1[CH:23]=[C:18]([C:12]2[CH:13]=[CH:14][CH:15]=[CH:16][CH:17]=2)[CH:19]=[CH:20][N:21]=1. Given the reactants CN(C)CCO.C([Li])CCC.[C:12]1([C:18]2[CH:23]=[CH:22][N:21]=[CH:20][CH:19]=2)[CH:17]=[CH:16][CH:15]=[CH:14][CH:13]=1.C(Br)(Br)(Br)[Br:25], predict the reaction product. (3) Given the reactants [CH3:1][O:2][C:3]1[CH:4]=[C:5]([C:11]2[N:16]=[CH:15][C:14]([NH2:17])=[CH:13][CH:12]=2)[CH:6]=[CH:7][C:8]=1[O:9][CH3:10].C([O:20][CH:21]=[C:22]([C:28](OCC)=O)[C:23]([O:25][CH2:26][CH3:27])=[O:24])C, predict the reaction product. The product is: [CH2:26]([O:25][C:23]([C:22]1[CH:28]=[N:17][C:14]2[C:15]([C:21]=1[OH:20])=[N:16][C:11]([C:5]1[CH:6]=[CH:7][C:8]([O:9][CH3:10])=[C:3]([O:2][CH3:1])[CH:4]=1)=[CH:12][CH:13]=2)=[O:24])[CH3:27]. (4) Given the reactants [CH3:1][N:2]1[CH:6]=[C:5]([C:7]2[CH:12]=[CH:11][CH:10]=[CH:9][CH:8]=2)[N:4]=[C:3]1[CH2:13][CH2:14][C:15]1[N:20]=[C:19]([N:21]2[CH2:25][CH2:24][CH2:23][N:22]2C(OC(C)(C)C)=O)[CH:18]=[N:17][CH:16]=1.[ClH:33].O1CCOCC1, predict the reaction product. The product is: [ClH:33].[CH3:1][N:2]1[CH:6]=[C:5]([C:7]2[CH:8]=[CH:9][CH:10]=[CH:11][CH:12]=2)[N:4]=[C:3]1[CH2:13][CH2:14][C:15]1[CH:16]=[N:17][CH:18]=[C:19]([N:21]2[CH2:25][CH2:24][CH2:23][NH:22]2)[N:20]=1. (5) Given the reactants [CH:1]([C:4]1[S:5][CH:6]=[C:7]([CH2:9][N:10]([CH3:27])[C:11](=[O:26])[NH:12][C@@H:13]([CH2:18][CH2:19][N:20]2[CH2:25][CH2:24][O:23][CH2:22][CH2:21]2)[C:14]([O:16][CH3:17])=[O:15])[N:8]=1)([CH3:3])[CH3:2].[C:28]([OH:33])(=[O:32])[C:29]([OH:31])=[O:30], predict the reaction product. The product is: [C:28]([OH:33])(=[O:32])[C:29]([OH:31])=[O:30].[CH:1]([C:4]1[S:5][CH:6]=[C:7]([CH2:9][N:10]([CH3:27])[C:11](=[O:26])[NH:12][C@@H:13]([CH2:18][CH2:19][N:20]2[CH2:21][CH2:22][O:23][CH2:24][CH2:25]2)[C:14]([O:16][CH3:17])=[O:15])[N:8]=1)([CH3:3])[CH3:2]. (6) Given the reactants CN(C)C=O.[OH:6][CH2:7][CH:8]1[CH2:13][CH2:12][N:11]([C:14]([O:16][C:17]([CH3:20])([CH3:19])[CH3:18])=[O:15])[CH2:10][CH2:9]1.[H-].[Na+].[CH2:23](Br)[C:24]1[CH:29]=[CH:28][CH:27]=[CH:26][CH:25]=1, predict the reaction product. The product is: [CH2:23]([O:6][CH2:7][CH:8]1[CH2:13][CH2:12][N:11]([C:14]([O:16][C:17]([CH3:20])([CH3:19])[CH3:18])=[O:15])[CH2:10][CH2:9]1)[C:24]1[CH:29]=[CH:28][CH:27]=[CH:26][CH:25]=1. (7) Given the reactants [C:1]([CH:5]1[CH2:10][CH2:9][CH:8]([O:11][C:12]2[CH:13]=[C:14]3[C:19](=[CH:20][CH:21]=2)[CH:18]=[C:17]([CH2:22][N:23]2[CH2:28][CH2:27][C:26](CC)([C:29]([OH:31])=[O:30])[CH2:25][CH2:24]2)[CH:16]=[CH:15]3)[CH2:7][CH2:6]1)([CH3:4])([CH3:3])[CH3:2].[CH3:34]C1C(C(O)=O)CCNC1.C(C1CCC(OC2C=C3C(=CC=2)C=C(C=O)C=C3)CC1)(C)(C)C.C(O)(=O)C.CO.C([BH3-])#N.[Na+], predict the reaction product. The product is: [C:1]([CH:5]1[CH2:6][CH2:7][CH:8]([O:11][C:12]2[CH:13]=[C:14]3[C:19](=[CH:20][CH:21]=2)[CH:18]=[C:17]([CH2:22][N:23]2[CH2:24][CH2:25][CH:26]([C:29]([OH:31])=[O:30])[CH:27]([CH3:34])[CH2:28]2)[CH:16]=[CH:15]3)[CH2:9][CH2:10]1)([CH3:3])([CH3:2])[CH3:4].